Predict the product of the given reaction. From a dataset of Forward reaction prediction with 1.9M reactions from USPTO patents (1976-2016). (1) Given the reactants [CH3:1][N:2]1[CH:7]=[C:6](B2OC(C)(C)C(C)(C)O2)[C:5]2[CH:17]=[CH:18][N:19]([S:20]([C:23]3[CH:28]=[CH:27][C:26]([CH3:29])=[CH:25][CH:24]=3)(=[O:22])=[O:21])[C:4]=2[C:3]1=[O:30].Br[C:32]1[CH:39]=[CH:38][C:35]([NH:36][CH3:37])=[C:34]([N+:40]([O-:42])=[O:41])[C:33]=1[O:43][CH2:44][CH:45]1[CH2:50][CH2:49][CH2:48][CH2:47][CH2:46]1, predict the reaction product. The product is: [CH:45]1([CH2:44][O:43][C:33]2[C:34]([N+:40]([O-:42])=[O:41])=[C:35]([NH:36][CH3:37])[CH:38]=[CH:39][C:32]=2[C:6]2[C:5]3[CH:17]=[CH:18][N:19]([S:20]([C:23]4[CH:28]=[CH:27][C:26]([CH3:29])=[CH:25][CH:24]=4)(=[O:22])=[O:21])[C:4]=3[C:3](=[O:30])[N:2]([CH3:1])[CH:7]=2)[CH2:46][CH2:47][CH2:48][CH2:49][CH2:50]1. (2) Given the reactants [C:1]1([C:7]2[C:11]([CH2:12][CH2:13][C:14]([O:16]CC)=O)=[CH:10][NH:9][N:8]=2)[CH:6]=[CH:5][CH:4]=[CH:3][CH:2]=1.Cl[C:20]1[CH:25]=[CH:24][C:23]([C:26]([F:29])([F:28])[F:27])=[CH:22][N:21]=1.CN(C)C=O.[H-].[Na+], predict the reaction product. The product is: [C:1]1([C:7]2[C:11]([CH2:12][CH2:13][CH2:14][OH:16])=[CH:10][N:9]([C:20]3[CH:25]=[CH:24][C:23]([C:26]([F:29])([F:28])[F:27])=[CH:22][N:21]=3)[N:8]=2)[CH:2]=[CH:3][CH:4]=[CH:5][CH:6]=1. (3) Given the reactants C([O:3][C:4](=[O:31])[CH2:5][C:6]1[C:7]([CH3:30])=[C:8]([S:19][C:20]2[CH:25]=[CH:24][C:23]([S:26]([CH3:29])(=[O:28])=[O:27])=[CH:22][CH:21]=2)[N:9]2[C:14]=1[CH:13]=[C:12]([C:15]([F:18])([F:17])[F:16])[CH:11]=[CH:10]2)C.C(O)C.O.[OH-].[Li+], predict the reaction product. The product is: [CH3:29][S:26]([C:23]1[CH:24]=[CH:25][C:20]([S:19][C:8]2[N:9]3[C:14]([CH:13]=[C:12]([C:15]([F:17])([F:18])[F:16])[CH:11]=[CH:10]3)=[C:6]([CH2:5][C:4]([OH:31])=[O:3])[C:7]=2[CH3:30])=[CH:21][CH:22]=1)(=[O:27])=[O:28]. (4) The product is: [CH2:7]([O:9][C:10]1[CH:15]=[C:14]([CH2:16][OH:17])[CH:13]=[C:12]([O:21][CH2:22][CH3:23])[C:11]=1[C:24]1[CH:25]=[CH:26][C:27]([F:30])=[CH:28][CH:29]=1)[CH3:8]. Given the reactants [H-].[Al+3].[Li+].[H-].[H-].[H-].[CH2:7]([O:9][C:10]1[CH:15]=[C:14]([C:16](OCC)=[O:17])[CH:13]=[C:12]([O:21][CH2:22][CH3:23])[C:11]=1[C:24]1[CH:29]=[CH:28][C:27]([F:30])=[CH:26][CH:25]=1)[CH3:8].S([O-])([O-])(=O)=O.[Na+].[Na+].C(OCC)(=O)C, predict the reaction product. (5) The product is: [Cl:1][C:2]1[CH:3]=[C:4]([C:8]2[C:12]([CH2:13][O:14][C:15]3[CH:23]=[CH:22][C:18]([C:19]([NH:25][CH:26]4[CH2:31][CH2:30][O:29][CH2:28][CH2:27]4)=[O:21])=[CH:17][N:16]=3)=[C:11]([CH3:24])[O:10][N:9]=2)[CH:5]=[CH:6][CH:7]=1. Given the reactants [Cl:1][C:2]1[CH:3]=[C:4]([C:8]2[C:12]([CH2:13][O:14][C:15]3[CH:23]=[CH:22][C:18]([C:19]([OH:21])=O)=[CH:17][N:16]=3)=[C:11]([CH3:24])[O:10][N:9]=2)[CH:5]=[CH:6][CH:7]=1.[NH2:25][CH:26]1[CH2:31][CH2:30][O:29][CH2:28][CH2:27]1, predict the reaction product.